This data is from Full USPTO retrosynthesis dataset with 1.9M reactions from patents (1976-2016). The task is: Predict the reactants needed to synthesize the given product. Given the product [CH3:1][C:2]1([C:9]([OH:11])=[O:10])[CH2:7][C:6](=[O:8])[CH2:5][CH2:4][O:3]1, predict the reactants needed to synthesize it. The reactants are: [CH3:1][C:2]1([C:9]([OH:11])=[O:10])[CH2:7][C:6](=[O:8])[CH:5]=[CH:4][O:3]1.